Predict the product of the given reaction. From a dataset of Forward reaction prediction with 1.9M reactions from USPTO patents (1976-2016). Given the reactants Br[C:2]1[CH:7]=[C:6]([F:8])[C:5]([C:9]([N:11]2[CH2:16][CH2:15][N:14]([C:17]3[C:22]([CH3:23])=[CH:21][C:20]([CH3:24])=[CH:19][N:18]=3)[CH2:13][CH2:12]2)=[O:10])=[C:4]([F:25])[CH:3]=1.[CH3:26][CH:27]1[NH:31][C:30](=[O:32])[CH2:29][CH2:28]1, predict the reaction product. The product is: [CH3:23][C:22]1[C:17]([N:14]2[CH2:15][CH2:16][N:11]([C:9]([C:5]3[C:6]([F:8])=[CH:7][C:2]([N:31]4[CH:27]([CH3:26])[CH2:28][CH2:29][C:30]4=[O:32])=[CH:3][C:4]=3[F:25])=[O:10])[CH2:12][CH2:13]2)=[N:18][CH:19]=[C:20]([CH3:24])[CH:21]=1.